From a dataset of Ames mutagenicity test results for genotoxicity prediction. Regression/Classification. Given a drug SMILES string, predict its toxicity properties. Task type varies by dataset: regression for continuous values (e.g., LD50, hERG inhibition percentage) or binary classification for toxic/non-toxic outcomes (e.g., AMES mutagenicity, cardiotoxicity, hepatotoxicity). Dataset: ames. (1) The drug is CN(Cc1ccc(Cl)cc1)N=O. The result is 1 (mutagenic). (2) The drug is O[C@H](CBr)[C@H](O)[C@H](O)[C@@H](O)CBr. The result is 1 (mutagenic).